The task is: Predict the reactants needed to synthesize the given product.. This data is from Full USPTO retrosynthesis dataset with 1.9M reactions from patents (1976-2016). Given the product [NH2:1][C:2]1[C:11]([F:12])=[C:10]([NH:31][CH2:30][CH2:29][CH2:28][C:24]2[CH:23]=[N:22][CH:27]=[CH:26][CH:25]=2)[C:9]2[O:14][CH2:15][C:16]3([CH2:18][CH2:17]3)[N:7]3[C:8]=2[C:3]=1[C:4](=[O:21])[C:5]([C:19]#[N:20])=[CH:6]3, predict the reactants needed to synthesize it. The reactants are: [NH2:1][C:2]1[C:11]([F:12])=[C:10](F)[C:9]2[O:14][CH2:15][C:16]3([CH2:18][CH2:17]3)[N:7]3[C:8]=2[C:3]=1[C:4](=[O:21])[C:5]([C:19]#[N:20])=[CH:6]3.[N:22]1[CH:27]=[CH:26][CH:25]=[C:24]([CH2:28][CH2:29][CH2:30][NH2:31])[CH:23]=1.C(N(CC)CC)C.